Regression. Given a peptide amino acid sequence and an MHC pseudo amino acid sequence, predict their binding affinity value. This is MHC class I binding data. From a dataset of Peptide-MHC class I binding affinity with 185,985 pairs from IEDB/IMGT. (1) The peptide sequence is LQEEMAETL. The MHC is HLA-B39:01 with pseudo-sequence HLA-B39:01. The binding affinity (normalized) is 0.566. (2) The peptide sequence is FPASHMATY. The MHC is HLA-B27:05 with pseudo-sequence HLA-B27:05. The binding affinity (normalized) is 0.0847. (3) The peptide sequence is LRYFIMAYV. The MHC is HLA-A02:03 with pseudo-sequence HLA-A02:03. The binding affinity (normalized) is 0.447. (4) The peptide sequence is ILSPHNVVT. The MHC is HLA-A31:01 with pseudo-sequence HLA-A31:01. The binding affinity (normalized) is 0.0847. (5) The peptide sequence is SILASSLLK. The MHC is HLA-A11:01 with pseudo-sequence HLA-A11:01. The binding affinity (normalized) is 0.778. (6) The peptide sequence is YLFYYRKSV. The MHC is HLA-A02:01 with pseudo-sequence HLA-A02:01. The binding affinity (normalized) is 0.709.